This data is from Retrosynthesis with 50K atom-mapped reactions and 10 reaction types from USPTO. The task is: Predict the reactants needed to synthesize the given product. (1) Given the product CCc1ccc(OCc2ccccc2)c(CC)c1Cc1ncc[nH]1, predict the reactants needed to synthesize it. The reactants are: CCc1ccc(OCc2ccccc2)c(CC)c1C(O)c1ncc[nH]1. (2) The reactants are: CC(C)OC(=O)N1CCC(COc2ccc(Br)cc2)CC1.O=C(c1ccccc1)c1ccc(B(O)O)cc1. Given the product CC(C)OC(=O)N1CCC(COc2ccc(-c3ccc(C(=O)c4ccccc4)cc3)cc2)CC1, predict the reactants needed to synthesize it. (3) Given the product O=C1CCc2cc3ccccc3n2C1, predict the reactants needed to synthesize it. The reactants are: CC(C)(C)OC(=O)C1C(=O)CCc2cc3ccccc3n21.